The task is: Regression/Classification. Given a drug SMILES string, predict its absorption, distribution, metabolism, or excretion properties. Task type varies by dataset: regression for continuous measurements (e.g., permeability, clearance, half-life) or binary classification for categorical outcomes (e.g., BBB penetration, CYP inhibition). Dataset: cyp3a4_veith.. This data is from CYP3A4 inhibition data for predicting drug metabolism from PubChem BioAssay. (1) The compound is CCc1cc2c(Sc3nc4ccccc4s3)ncnc2s1. The result is 0 (non-inhibitor). (2) The drug is CN1CCN(S(=O)(=O)c2cc([N+](=O)[O-])ccc2N2CCCCCC2)CC1. The result is 1 (inhibitor). (3) The molecule is CC(Oc1ccc(O)cc1)(P(=O)(O)O)P(=O)(O)O. The result is 0 (non-inhibitor). (4) The compound is Cc1ccc(-c2cc(-c3nnc(SCC(=O)NC(C)C(C)C)n3N)c3ccccc3n2)cc1. The result is 1 (inhibitor). (5) The compound is O=C(NCc1ccco1)C(c1ccccc1)N(C(=O)Cc1cccs1)c1ccccc1F. The result is 1 (inhibitor). (6) The compound is COc1ccc(/C=C(/C(=O)Nc2ccccc2C(=O)NC(C)C)c2ccccc2)cc1. The result is 1 (inhibitor). (7) The molecule is N#Cc1cccc(-c2nc3cnc(Nc4ccccc4)nc3n(C[C@H]3CCCO3)c2=O)c1. The result is 0 (non-inhibitor). (8) The result is 0 (non-inhibitor). The molecule is Cc1ccc(N(CC(N)=O)C2SC(=O)N(Cc3cccc(C(=O)O)c3)C2=O)cc1. (9) The compound is C[C@@H]1O[C@H](O[C@@H]2C=C3CC[C@H]4[C@@H](CC[C@]5(C)[C@@H](c6ccc(=O)oc6)CC[C@]45O)[C@@]3(C)CC2)[C@@H](O)[C@H](O)[C@@H]1O. The result is 0 (non-inhibitor). (10) The compound is Cc1noc(C)c1-c1nc(Nc2ccc(F)cc2)c2ccccc2n1. The result is 0 (non-inhibitor).